This data is from Reaction yield outcomes from USPTO patents with 853,638 reactions. The task is: Predict the reaction yield, written as a fraction of the theoretical maximum amount of product (1.0 means a 100% yield; for example, 0.34 means a 34% yield). (1) The reactants are [C:1]1([NH:7][C:8]2[CH:13]=[CH:12][CH:11]=[CH:10][C:9]=2[NH2:14])[CH:6]=[CH:5][CH:4]=[CH:3][CH:2]=1.[Br:15][C:16]1[CH:23]=[CH:22][C:19]([CH:20]=O)=[CH:18][CH:17]=1.CC1C=CC(S(O)(=O)=O)=CC=1. The catalyst is C1(C)C=CC=CC=1. The product is [Br:15][C:16]1[CH:23]=[CH:22][C:19]([C:20]2[N:7]([C:1]3[CH:2]=[CH:3][CH:4]=[CH:5][CH:6]=3)[C:8]3[CH:13]=[CH:12][CH:11]=[CH:10][C:9]=3[N:14]=2)=[CH:18][CH:17]=1. The yield is 0.577. (2) The reactants are [NH2:1][C:2]1[CH:10]=[CH:9][CH:8]=[C:7]2[C:3]=1[CH2:4][N:5]([CH:12]1[CH2:17][CH2:16][C:15](=[O:18])[NH:14][C:13]1=[O:19])[C:6]2=[O:11].[CH:20](=O)[C:21]1[CH:26]=[CH:25][CH:24]=[CH:23][CH:22]=1.[BH4-].[Na+]. The catalyst is CO.C(O)(=O)C. The product is [O:11]=[C:6]1[C:7]2[C:3](=[C:2]([NH:1][CH2:20][C:21]3[CH:26]=[CH:25][CH:24]=[CH:23][CH:22]=3)[CH:10]=[CH:9][CH:8]=2)[CH2:4][N:5]1[CH:12]1[CH2:17][CH2:16][C:15](=[O:18])[NH:14][C:13]1=[O:19]. The yield is 0.600. (3) The reactants are [C:1]([N:8]1[CH2:13][CH2:12][CH:11]([C:14]([OH:16])=O)[CH2:10][CH2:9]1)([O:3][C:4]([CH3:7])([CH3:6])[CH3:5])=[O:2].C([O-])([O-])=O.[K+].[K+].C1(P(N=[N+]=[N-])(C2C=CC=CC=2)=O)C=CC=CC=1.[N+:40]([CH2:42][C:43]([O:45][CH3:46])=[O:44])#[C-:41]. The catalyst is CN(C)C=O. The product is [CH3:46][O:45][C:43]([C:42]1[N:40]=[CH:41][O:16][C:14]=1[CH:11]1[CH2:10][CH2:9][N:8]([C:1]([O:3][C:4]([CH3:5])([CH3:6])[CH3:7])=[O:2])[CH2:13][CH2:12]1)=[O:44]. The yield is 0.690. (4) The yield is 0.820. The product is [Cl:35][C:36]1[CH:37]=[C:38](/[CH:39]=[CH:15]\[CH2:14][CH2:13][N:4]2[C:5](=[O:12])[C:6]3[C:11](=[CH:10][CH:9]=[CH:8][CH:7]=3)[C:3]2=[O:2])[CH:41]=[CH:42][CH:43]=1. The catalyst is O1CCCC1. The reactants are [Br-].[O:2]=[C:3]1[C:11]2[C:6](=[CH:7][CH:8]=[CH:9][CH:10]=2)[C:5](=[O:12])[N:4]1[CH2:13][CH2:14][CH2:15][P+](C1C=CC=CC=1)(C1C=CC=CC=1)C1C=CC=CC=1.[Cl:35][C:36]1[CH:37]=[C:38]([CH:41]=[CH:42][CH:43]=1)[CH:39]=O.CC(C)([O-])C.[K+]. (5) The reactants are [CH2:1]([NH:5][C:6]1[CH:7]=[CH:8][C:9]2[N:10]([C:12]([C:15]3[CH:22]=[CH:21][C:18]([CH:19]=O)=[C:17]([F:23])[CH:16]=3)=[CH:13][N:14]=2)[N:11]=1)[CH2:2][CH2:3][CH3:4].ClC(Cl)C.[C:28]([NH2:32])([CH3:31])([CH3:30])[CH3:29].C(O[BH-](OC(=O)C)OC(=O)C)(=O)C.[Na+]. No catalyst specified. The product is [CH2:1]([NH:5][C:6]1[CH:7]=[CH:8][C:9]2[N:10]([C:12]([C:15]3[CH:22]=[CH:21][C:18]([CH2:19][NH:32][C:28]([CH3:31])([CH3:30])[CH3:29])=[C:17]([F:23])[CH:16]=3)=[CH:13][N:14]=2)[N:11]=1)[CH2:2][CH2:3][CH3:4]. The yield is 0.860. (6) The reactants are [CH3:1][O:2][C:3]1[CH:14]=[C:13]([B:15]2[O:19]C(C)(C)C(C)(C)[O:16]2)[CH:12]=[CH:11][C:4]=1[O:5][CH2:6][C:7]([CH3:10])([OH:9])[CH3:8].O.I([O-])(=O)(=O)=O.[Na+].C([O-])(=O)C.[NH4+]. The catalyst is CC(C)=O. The product is [OH:9][C:7]([CH3:10])([CH3:8])[CH2:6][O:5][C:4]1[CH:11]=[CH:12][C:13]([B:15]([OH:16])[OH:19])=[CH:14][C:3]=1[O:2][CH3:1]. The yield is 0.676. (7) The product is [F:19][C:13]1[CH:14]=[C:15]([F:18])[CH:16]=[CH:17][C:12]=1[N:9]1[C:10]([CH3:11])=[C:6]([CH2:4][OH:3])[N:7]=[C:8]1[CH3:20]. The catalyst is C1COCC1. The reactants are C([O:3][C:4]([C:6]1[N:7]=[C:8]([CH3:20])[N:9]([C:12]2[CH:17]=[CH:16][C:15]([F:18])=[CH:14][C:13]=2[F:19])[C:10]=1[CH3:11])=O)C.[H-].[Al+3].[Li+].[H-].[H-].[H-]. The yield is 0.920. (8) The reactants are [CH:1]1([C:6]([OH:23])([C:17]#[C:18][Si](C)(C)C)[CH2:7][C:8]2[O:13][C:12]([CH3:15])([CH3:14])[O:11][C:10](=[O:16])[CH:9]=2)[CH2:5][CH2:4][CH2:3][CH2:2]1.[F-]. The catalyst is CO. The product is [CH:1]1([C:6]([OH:23])([C:17]#[CH:18])[CH2:7][C:8]2[O:13][C:12]([CH3:15])([CH3:14])[O:11][C:10](=[O:16])[CH:9]=2)[CH2:5][CH2:4][CH2:3][CH2:2]1. The yield is 0.540. (9) The reactants are [CH3:1][N:2]1[CH2:7][CH2:6][CH:5]([C:8]([C:10]2[CH:15]=[CH:14][CH:13]=[CH:12][CH:11]=2)=[O:9])[CH2:4][CH2:3]1.[BH4-].[Na+]. The catalyst is CO. The product is [CH3:1][N:2]1[CH2:7][CH2:6][CH:5]([CH:8]([C:10]2[CH:15]=[CH:14][CH:13]=[CH:12][CH:11]=2)[OH:9])[CH2:4][CH2:3]1. The yield is 0.980. (10) The reactants are Br[C:2]1[CH:14]=[CH:13][C:12]2[C:11]3[C:6](=[CH:7][C:8](Br)=[CH:9][CH:10]=3)[C:5]([CH2:26][CH2:27][O:28][CH2:29][CH2:30][O:31][CH2:32][CH2:33][O:34][CH3:35])([CH2:16][CH2:17][O:18][CH2:19]COCCOC)[C:4]=2[CH:3]=1.C(C([Sn])=C(CC[CH2:48][CH3:49])CCCC)CCC.C(C1C=CC=C(C(C)(C)C)[C:56]=1[OH:65])(C)(C)C.[C:66]1([CH3:72])C=CC=CC=1.C[CH2:74][O:75][CH2:76][CH3:77]. The catalyst is Cl[Pd](Cl)([P](C1C=CC=CC=1)(C1C=CC=CC=1)C1C=CC=CC=1)[P](C1C=CC=CC=1)(C1C=CC=CC=1)C1C=CC=CC=1. The product is [CH3:56][O:65][CH2:77][CH2:76][O:75][CH2:74][CH2:19][O:18][CH2:17][CH2:16][C:5]1([CH2:26][CH2:27][O:28][CH2:29][CH2:30][O:31][CH2:32][CH2:33][O:34][CH3:35])[C:6]2[CH:7]=[C:8]([CH:66]=[CH2:72])[CH:9]=[CH:10][C:11]=2[C:12]2[C:4]1=[CH:3][C:2]([CH:48]=[CH2:49])=[CH:14][CH:13]=2. The yield is 0.680.